From a dataset of Full USPTO retrosynthesis dataset with 1.9M reactions from patents (1976-2016). Predict the reactants needed to synthesize the given product. (1) Given the product [CH:23]1([N:18]2[CH2:19][CH2:20][C:21]3=[CH:22][N:13]([C:10]4[CH:11]=[CH:12][C:7]([C:5]5[O:4][N:3]=[C:2]([CH3:1])[N:6]=5)=[CH:8][CH:9]=4)[N:14]=[C:15]3[CH2:16][CH2:17]2)[CH2:26][CH2:25][CH2:24]1, predict the reactants needed to synthesize it. The reactants are: [CH3:1][C:2]1[N:6]=[C:5]([C:7]2[CH:12]=[CH:11][C:10]([N:13]3[CH:22]=[C:21]4[C:15]([CH2:16][CH2:17][NH:18][CH2:19][CH2:20]4)=[N:14]3)=[CH:9][CH:8]=2)[O:4][N:3]=1.[C:23]1(=O)[CH2:26][CH2:25][CH2:24]1.C(O[BH-](OC(=O)C)OC(=O)C)(=O)C.[Na+]. (2) Given the product [NH2:35][C:34]1[CH:36]=[CH:37][C:31]([C:2]2[N:6]3[CH:7]=[C:8]([C:11]([N:13]([C:15]4[CH:20]=[CH:19][C:18]([C:21]#[N:22])=[CH:17][CH:16]=4)[CH3:14])=[O:12])[N:9]=[CH:10][C:5]3=[N:4][CH:3]=2)=[CH:32][CH:33]=1, predict the reactants needed to synthesize it. The reactants are: Br[C:2]1[N:6]2[CH:7]=[C:8]([C:11]([N:13]([C:15]3[CH:20]=[CH:19][C:18]([C:21]#[N:22])=[CH:17][CH:16]=3)[CH3:14])=[O:12])[N:9]=[CH:10][C:5]2=[N:4][CH:3]=1.CC1(C)C(C)(C)OB([C:31]2[CH:37]=[CH:36][C:34]([NH2:35])=[CH:33][CH:32]=2)O1.OP([O-])([O-])=O.[K+].[K+].